Dataset: Catalyst prediction with 721,799 reactions and 888 catalyst types from USPTO. Task: Predict which catalyst facilitates the given reaction. (1) Reactant: [ClH:1].C(OC([N:9]1[CH2:14][CH2:13][N:12]([CH:15]([CH3:17])[CH3:16])[CH2:11][CH2:10]1)=O)(C)(C)C. Product: [ClH:1].[CH:15]([N:12]1[CH2:13][CH2:14][NH:9][CH2:10][CH2:11]1)([CH3:17])[CH3:16]. The catalyst class is: 8. (2) Reactant: [O:1]1[CH:5]=[CH:4][CH:3]=[C:2]1[C:6]1[N:7]=[C:8]([NH:17][C:18]([CH:20]2[CH2:25][CH2:24][NH:23][CH2:22][CH2:21]2)=[O:19])[S:9][C:10]=1[N:11]1[CH2:16][CH2:15][O:14][CH2:13][CH2:12]1.[C:26](OC(=O)C)(=[O:28])[CH3:27]. Product: [C:26]([N:23]1[CH2:24][CH2:25][CH:20]([C:18]([NH:17][C:8]2[S:9][C:10]([N:11]3[CH2:16][CH2:15][O:14][CH2:13][CH2:12]3)=[C:6]([C:2]3[O:1][CH:5]=[CH:4][CH:3]=3)[N:7]=2)=[O:19])[CH2:21][CH2:22]1)(=[O:28])[CH3:27]. The catalyst class is: 17. (3) Reactant: [C:1]1([C@@:7]23[CH2:13][C@@H:10]([CH2:11][CH2:12]2)[O:9][C:8]3=[O:14])[CH:6]=[CH:5][CH:4]=[CH:3][CH:2]=1.Cl.[CH3:16][OH:17]. Product: [OH:17][C@@H:16]1[CH2:11][CH2:12][C@:7]([C:1]2[CH:6]=[CH:5][CH:4]=[CH:3][CH:2]=2)([C:8]([O:9][CH3:10])=[O:14])[CH2:13]1. The catalyst class is: 12. (4) Reactant: [Cl:1][C:2]1[CH:7]=[CH:6][C:5](/[CH:8]=[CH:9]/[CH2:10][N:11]2[CH2:16][CH2:15][N:14]([C:17]3[N:18]([CH3:26])[N:19]=[C:20]([CH3:25])[C:21]=3[N+:22]([O-])=O)[CH2:13][CH2:12]2)=[CH:4][CH:3]=1.O.[Sn](Cl)Cl.O.O.O.C([O-])(=O)C.[Na+]. Product: [Cl:1][C:2]1[CH:7]=[CH:6][C:5](/[CH:8]=[CH:9]/[CH2:10][N:11]2[CH2:16][CH2:15][N:14]([C:17]3[N:18]([CH3:26])[N:19]=[C:20]([CH3:25])[C:21]=3[NH2:22])[CH2:13][CH2:12]2)=[CH:4][CH:3]=1. The catalyst class is: 83.